Dataset: Catalyst prediction with 721,799 reactions and 888 catalyst types from USPTO. Task: Predict which catalyst facilitates the given reaction. (1) Reactant: [CH3:1][N:2]1[CH:6]=[C:5]([C:7]([F:10])([F:9])[F:8])[C:4]([C:11]([OH:13])=O)=[N:3]1.O1CCCC1.C(Cl)(=O)C(Cl)=O.[NH2:25][C:26]1[CH:27]=[C:28]([CH:45]=[CH:46][CH:47]=1)[O:29][C:30]1[CH:31]=[CH:32][C:33]2[N:34]([N:36]=[C:37]([NH:39][C:40]([CH:42]3[CH2:44][CH2:43]3)=[O:41])[N:38]=2)[CH:35]=1. Product: [CH:42]1([C:40]([NH:39][C:37]2[N:38]=[C:33]3[CH:32]=[CH:31][C:30]([O:29][C:28]4[CH:27]=[C:26]([NH:25][C:11]([C:4]5[C:5]([C:7]([F:10])([F:9])[F:8])=[CH:6][N:2]([CH3:1])[N:3]=5)=[O:13])[CH:47]=[CH:46][CH:45]=4)=[CH:35][N:34]3[N:36]=2)=[O:41])[CH2:43][CH2:44]1. The catalyst class is: 402. (2) Product: [Br:10][C:6]1[C:5]([F:8])=[CH:4][C:3]([OH:9])=[C:2]([Cl:1])[CH:7]=1. Reactant: [Cl:1][C:2]1[CH:7]=[CH:6][C:5]([F:8])=[CH:4][C:3]=1[OH:9].[Br:10]Br.ClCCl.[O-]S([O-])(=S)=O.[Na+].[Na+]. The catalyst class is: 22. (3) Reactant: Cl.Cl.[CH3:3][C:4]1[CH:9]=[C:8]([C:10](=O)[CH2:11][NH2:12])[CH:7]=[CH:6][N:5]=1.[S-:14][C:15]#[N:16].[K+]. Product: [CH3:3][C:4]1[CH:9]=[C:8]([C:10]2[NH:16][C:15](=[S:14])[NH:12][CH:11]=2)[CH:7]=[CH:6][N:5]=1. The catalyst class is: 6. (4) Reactant: [Cl:1][C:2]1[N:3]=[C:4]([C:28]2[CH:29]=[N:30][CH:31]=[C:32]([Cl:34])[CH:33]=2)[C:5]2[N:10]([CH2:11][C@H:12]3[CH2:17][CH2:16][C@H:15]([CH3:18])[CH2:14][CH2:13]3)[C:9]([C:19]([C:21]3[C:26]([F:27])=[CH:25][CH:24]=[CH:23][N:22]=3)=[O:20])=[CH:8][C:6]=2[N:7]=1.[CH3:35][Mg]Br. Product: [Cl:1][C:2]1[N:3]=[C:4]([C:28]2[CH:29]=[N:30][CH:31]=[C:32]([Cl:34])[CH:33]=2)[C:5]2[N:10]([CH2:11][C@H:12]3[CH2:13][CH2:14][C@H:15]([CH3:18])[CH2:16][CH2:17]3)[C:9]([C:19]([C:21]3[C:26]([F:27])=[CH:25][CH:24]=[CH:23][N:22]=3)([OH:20])[CH3:35])=[CH:8][C:6]=2[N:7]=1. The catalyst class is: 1. (5) Reactant: [O:1]1[CH2:6][CH2:5][N:4]([C:7]2[C:8]3[N:9]([CH:32]=[C:33](/[CH:35]=[CH:36]/[C:37]4[CH:46]=[CH:45][C:44]5[C:39](=[CH:40][CH:41]=[CH:42][CH:43]=5)[N:38]=4)[N:34]=3)[C:10]([C:13]3[CH:14]=[CH:15][C:16]([N:19]4[CH2:24][CH2:23][N:22]([C:25]([O:27][C:28]([CH3:31])([CH3:30])[CH3:29])=[O:26])[CH2:21][CH2:20]4)=[N:17][CH:18]=3)=[CH:11][N:12]=2)[CH2:3][CH2:2]1. Product: [O:1]1[CH2:6][CH2:5][N:4]([C:7]2[C:8]3[N:9]([CH:32]=[C:33]([CH2:35][CH2:36][C:37]4[CH:46]=[CH:45][C:44]5[C:39](=[CH:40][CH:41]=[CH:42][CH:43]=5)[N:38]=4)[N:34]=3)[C:10]([C:13]3[CH:14]=[CH:15][C:16]([N:19]4[CH2:20][CH2:21][N:22]([C:25]([O:27][C:28]([CH3:29])([CH3:30])[CH3:31])=[O:26])[CH2:23][CH2:24]4)=[N:17][CH:18]=3)=[CH:11][N:12]=2)[CH2:3][CH2:2]1. The catalyst class is: 5. (6) Reactant: [CH2:1]([N:8]([C@H:30]([CH:32]1[CH2:34][CH2:33]1)[CH3:31])[C:9](=[O:29])[CH2:10][NH:11][C:12](=[O:28])[NH:13][C@:14]1([C:24]([O:26]C)=O)[C:22]2[C:17](=[CH:18][C:19]([Br:23])=[CH:20][CH:21]=2)[CH2:16][CH2:15]1)[C:2]1[CH:7]=[CH:6][CH:5]=[CH:4][CH:3]=1.[Li+].[OH-]. Product: [CH2:1]([N:8]([C@H:30]([CH:32]1[CH2:34][CH2:33]1)[CH3:31])[C:9](=[O:29])[CH2:10][N:11]1[C:24](=[O:26])[C@:14]2([C:22]3[C:17](=[CH:18][C:19]([Br:23])=[CH:20][CH:21]=3)[CH2:16][CH2:15]2)[NH:13][C:12]1=[O:28])[C:2]1[CH:3]=[CH:4][CH:5]=[CH:6][CH:7]=1. The catalyst class is: 1. (7) The catalyst class is: 5. Reactant: [OH:1][C:2]1[CH:3]=[CH:4][C:5](=[O:8])[NH:6][CH:7]=1.[OH-].[K+].[CH2:11](Br)[C:12]1[CH:17]=[CH:16][CH:15]=[CH:14][CH:13]=1. Product: [CH2:11]([O:1][C:2]1[CH:3]=[CH:4][C:5](=[O:8])[NH:6][CH:7]=1)[C:12]1[CH:17]=[CH:16][CH:15]=[CH:14][CH:13]=1. (8) Reactant: C[O:2][C:3]1[CH:11]=[CH:10][CH:9]=[C:8]2[C:4]=1[CH2:5][CH2:6]/[C:7]/2=[CH:12]\[C:13]([O:15][CH2:16][CH3:17])=[O:14].C([O-])=O.[NH4+]. Product: [CH2:16]([O:15][C:13](=[O:14])[CH2:12][CH:7]1[C:8]2[C:4](=[C:3]([OH:2])[CH:11]=[CH:10][CH:9]=2)[CH2:5][CH2:6]1)[CH3:17]. The catalyst class is: 14. (9) Reactant: [Li][CH2:2]CCC.[C:6]([CH:10]1[CH2:15][CH2:14][C:13](=O)[CH2:12][CH2:11]1)([CH3:9])([CH3:8])[CH3:7]. Product: [C:6]([CH:10]1[CH2:15][CH2:14][C:13](=[CH2:2])[CH2:12][CH2:11]1)([CH3:9])([CH3:8])[CH3:7]. The catalyst class is: 307.